Dataset: Forward reaction prediction with 1.9M reactions from USPTO patents (1976-2016). Task: Predict the product of the given reaction. (1) Given the reactants Cl.[N:2]1([C:8]2[C:16]3[C:11](=[CH:12][CH:13]=[CH:14][CH:15]=3)[NH:10][N:9]=2)[CH2:7][CH2:6][NH:5][CH2:4][CH2:3]1.Cl[CH2:18][CH2:19][C:20]1[CH:21]=[C:22]2[C:27](=[CH:28][CH:29]=1)[NH:26][C:25](=[O:30])[CH2:24][C:23]2([CH3:32])[CH3:31].CO, predict the reaction product. The product is: [NH:10]1[C:11]2[C:16](=[CH:15][CH:14]=[CH:13][CH:12]=2)[C:8]([N:2]2[CH2:7][CH2:6][N:5]([CH2:18][CH2:19][C:20]3[CH:21]=[C:22]4[C:27](=[CH:28][CH:29]=3)[NH:26][C:25](=[O:30])[CH2:24][C:23]4([CH3:31])[CH3:32])[CH2:4][CH2:3]2)=[N:9]1. (2) Given the reactants [NH2:1][C:2]1[C:10]2[C:5](=[CH:6][CH:7]=[CH:8][CH:9]=2)[C:4](=[O:11])[N:3]=1.[CH:12]1([CH2:15][CH2:16][NH:17][C:18]([C:20]2[N:21]=[N:22][C:23]([N:26]3[CH2:31][CH2:30]N[CH2:28][CH2:27]3)=[CH:24][CH:25]=2)=[O:19])[CH2:14][CH2:13]1, predict the reaction product. The product is: [CH:12]1([CH2:15][CH2:16][NH:17][C:18]([C:20]2[N:21]=[N:22][C:23]([N:26]3[CH2:27][CH2:28][N:1]([C:2]4[C:10]5[C:5](=[CH:6][CH:7]=[CH:8][CH:9]=5)[C:4](=[O:11])[N:3]=4)[CH2:30][CH2:31]3)=[CH:24][CH:25]=2)=[O:19])[CH2:14][CH2:13]1. (3) Given the reactants C[C:2]1(C)[CH2:7][CH2:6][CH2:5][CH:4]([C:8]([OH:11])([CH3:10])[CH3:9])[CH2:3]1.C[Mg]Cl.CC1(C)CCC[CH:19]([C:23](=[O:25])C)[CH2:18]1.C1(C(O)(C)C)CCCCC1.C(OC(=O)C)(=O)C.C(OC(=O)CC)(=O)CC, predict the reaction product. The product is: [C:23]([O:11][C:8]([CH:4]1[CH2:3][CH2:2][CH2:7][CH2:6][CH2:5]1)([CH3:9])[CH3:10])(=[O:25])[CH2:19][CH3:18]. (4) The product is: [CH2:1]([O:3][C:4]([C@@H:6]1[CH2:10][C@@H:9]([S:38]([C:27]2[CH:28]=[CH:29][CH:30]=[CH:31][CH:32]=2)(=[O:40])=[O:37])[CH2:8][C@H:7]1[C:18]([N:20]1[CH2:21][CH2:22][O:23][CH2:24][CH2:25]1)=[O:19])=[O:5])[CH3:2]. Given the reactants [CH2:1]([O:3][C:4]([C@@H:6]1[CH2:10][C@@H:9](SC2C=CC=CC=2)[CH2:8][C@H:7]1[C:18]([N:20]1[CH2:25][CH2:24][O:23][CH2:22][CH2:21]1)=[O:19])=[O:5])[CH3:2].Cl[C:27]1[CH:32]=[CH:31][CH:30]=[C:29](C(OO)=O)[CH:28]=1.[OH:37][S:38]([O-:40])=O.[Na+], predict the reaction product. (5) Given the reactants C[O:2][C:3](=[O:20])[CH2:4][CH2:5][CH2:6][CH2:7][CH2:8][CH2:9][CH2:10][CH2:11][CH2:12][CH2:13][CH2:14][CH2:15][CH2:16][CH2:17][CH2:18]Br.C(OC([NH:28][OH:29])=O)(C)(C)C.C(Cl)Cl, predict the reaction product. The product is: [NH2:28][O:29][CH2:18][CH2:17][CH2:16][CH2:15][CH2:14][CH2:13][CH2:12][CH2:11][CH2:10][CH2:9][CH2:8][CH2:7][CH2:6][CH2:5][CH2:4][C:3]([OH:2])=[O:20]. (6) Given the reactants ClC1C=CC=CC=1NC(=O)NC1C=CC(C2SC(C3CCC(CC(O)=O)CC3)=NC=2)=CC=1.[F:33][C:34]1[CH:39]=[CH:38][CH:37]=[CH:36][C:35]=1[NH:40][C:41](=[S:66])[NH:42][C:43]1[CH:48]=[CH:47][C:46]([C:49]2[S:53][C:52]([CH:54]3[CH2:59][CH2:58][CH:57]([CH2:60][C:61]([O:63]CC)=[O:62])[CH2:56][CH2:55]3)=[N:51][CH:50]=2)=[CH:45][CH:44]=1, predict the reaction product. The product is: [F:33][C:34]1[CH:39]=[CH:38][CH:37]=[CH:36][C:35]=1[NH:40][C:41](=[S:66])[NH:42][C:43]1[CH:44]=[CH:45][C:46]([C:49]2[S:53][C:52]([CH:54]3[CH2:55][CH2:56][CH:57]([CH2:60][C:61]([OH:63])=[O:62])[CH2:58][CH2:59]3)=[N:51][CH:50]=2)=[CH:47][CH:48]=1. (7) The product is: [I:1][C:2]1[CH:7]=[C:6]([C:8]([NH:10][CH2:11][C:12]([F:13])([F:14])[F:15])=[O:9])[CH:5]=[CH:4][C:3]=1[N:16]1[CH:20]=[C:19]([C:21]([OH:23])=[O:22])[N:18]=[N:17]1. Given the reactants [I:1][C:2]1[CH:7]=[C:6]([C:8]([NH:10][CH2:11][C:12]([F:15])([F:14])[F:13])=[O:9])[CH:5]=[CH:4][C:3]=1[N:16]1[CH:20]=[C:19]([C:21]([O:23]CC)=[O:22])[N:18]=[N:17]1.[OH-].[Na+].O, predict the reaction product.